This data is from Full USPTO retrosynthesis dataset with 1.9M reactions from patents (1976-2016). The task is: Predict the reactants needed to synthesize the given product. (1) Given the product [CH:22]1([C:25]2[C:33]3[C:28](=[CH:29][CH:30]=[CH:31][C:32]=3[NH:34][C:35]([C:37]3[N:41]4[CH:42]=[CH:43][C:44]([O:16][CH2:15][CH2:14][N:11]5[CH2:12][CH2:13][N:8]([CH3:7])[CH2:9][CH2:10]5)=[CH:45][C:40]4=[N:39][CH:38]=3)=[O:36])[N:27]([CH2:47][C:48]3[C:49](=[O:55])[N:50]([CH3:54])[CH:51]=[CH:52][CH:53]=3)[N:26]=2)[CH2:24][CH2:23]1, predict the reactants needed to synthesize it. The reactants are: CC(C)([O-])C.[K+].[CH3:7][N:8]1[CH2:13][CH2:12][N:11]([CH2:14][CH2:15][OH:16])[CH2:10][CH2:9]1.C(O)(C)(C)C.[CH:22]1([C:25]2[C:33]3[C:28](=[CH:29][CH:30]=[CH:31][C:32]=3[NH:34][C:35]([C:37]3[N:41]4[CH:42]=[CH:43][C:44](F)=[CH:45][C:40]4=[N:39][CH:38]=3)=[O:36])[N:27]([CH2:47][C:48]3[C:49](=[O:55])[N:50]([CH3:54])[CH:51]=[CH:52][CH:53]=3)[N:26]=2)[CH2:24][CH2:23]1. (2) Given the product [Cl:15][C:11]1[N:10]=[C:9]2[NH:5][CH:6]=[C:7]([CH3:16])[C:8]2=[C:13]([O:30][C:27]2[CH:28]=[CH:29][C:24]([NH2:23])=[CH:25][C:26]=2[F:31])[CH:12]=1, predict the reactants needed to synthesize it. The reactants are: COC([N:5]1[C:9]2=[N:10][C:11]([Cl:15])=[CH:12][C:13](Cl)=[C:8]2[C:7]([CH3:16])=[CH:6]1)=O.C(=O)([O-])[O-].[K+].[K+].[NH2:23][C:24]1[CH:29]=[CH:28][C:27]([OH:30])=[C:26]([F:31])[CH:25]=1.C(OCC)(=O)C. (3) Given the product [CH3:17][O:16][C:14](=[O:15])[C@H:12]([CH2:11][C:10]1[CH:18]=[CH:19][C:7]([C:4]2[CH2:5][CH2:6][N:1]([C:34](=[O:35])[C:33]3[CH:37]=[CH:38][C:30]([F:29])=[CH:31][CH:32]=3)[CH2:2][CH:3]=2)=[CH:8][CH:9]=1)[NH2:13], predict the reactants needed to synthesize it. The reactants are: [NH:1]1[CH2:6][CH:5]=[C:4]([C:7]2[CH:19]=[CH:18][C:10]([CH2:11][C@@H:12]([C:14]([O:16][CH3:17])=[O:15])[NH2:13])=[CH:9][CH:8]=2)[CH2:3][CH2:2]1.C(N(C(C)C)CC)(C)C.[F:29][C:30]1[CH:38]=[CH:37][C:33]([C:34](Cl)=[O:35])=[CH:32][CH:31]=1. (4) Given the product [CH2:46]([NH:48][C:6](=[O:38])[NH:7][CH2:8][CH2:9][NH:10][C:11]([C:13]1[C:14]([OH:37])=[C:15]2[C:20](=[CH:21][N:22]=1)[N:19]([CH2:23][C:24]1[CH:29]=[CH:28][CH:27]=[CH:26][CH:25]=1)[C:18](=[O:30])[C:17]([C:31]1[CH:36]=[CH:35][CH:34]=[CH:33][CH:32]=1)=[CH:16]2)=[O:12])[CH3:47], predict the reactants needed to synthesize it. The reactants are: C(O[C:6](=[O:38])[NH:7][CH2:8][CH2:9][NH:10][C:11]([C:13]1[C:14]([OH:37])=[C:15]2[C:20](=[CH:21][N:22]=1)[N:19]([CH2:23][C:24]1[CH:29]=[CH:28][CH:27]=[CH:26][CH:25]=1)[C:18](=[O:30])[C:17]([C:31]1[CH:36]=[CH:35][CH:34]=[CH:33][CH:32]=1)=[CH:16]2)=[O:12])(C)(C)C.FC(F)(F)C(O)=O.[CH2:46]([N:48](CC)CC)[CH3:47].C(N=C=O)C.Cl. (5) The reactants are: [CH2:1]([O:3][C:4](=[O:46])[CH:5]([O:32][C:33]1[CH:38]=[CH:37][CH:36]=[CH:35][C:34]=1[CH2:39][CH2:40][C:41]([O:43][CH2:44][CH3:45])=[O:42])[CH:6]([CH2:8][CH2:9][CH2:10][CH2:11][CH2:12][CH2:13][O:14][C:15]1[CH:20]=[C:19]([C:21]2[C:22](=[O:30])[N:23]([CH3:29])[C:24](=[O:28])[N:25]([CH3:27])[CH:26]=2)[CH:18]=[C:17](Br)[CH:16]=1)[CH3:7])[CH3:2].[CH3:47][O:48][C:49]1[CH:54]=[CH:53][C:52](B(O)O)=[CH:51][CH:50]=1. Given the product [CH2:1]([O:3][C:4](=[O:46])[CH:5]([O:32][C:33]1[CH:38]=[CH:37][CH:36]=[CH:35][C:34]=1[CH2:39][CH2:40][C:41]([O:43][CH2:44][CH3:45])=[O:42])[CH:6]([CH2:8][CH2:9][CH2:10][CH2:11][CH2:12][CH2:13][O:14][C:15]1[CH:16]=[C:17]([C:52]2[CH:53]=[CH:54][C:49]([O:48][CH3:47])=[CH:50][CH:51]=2)[CH:18]=[C:19]([C:21]2[C:22](=[O:30])[N:23]([CH3:29])[C:24](=[O:28])[N:25]([CH3:27])[CH:26]=2)[CH:20]=1)[CH3:7])[CH3:2], predict the reactants needed to synthesize it. (6) Given the product [Cl:2][C:3]1[CH:4]=[CH:5][C:6]([S:11]([CH2:14][CH3:15])(=[O:13])=[O:12])=[C:7]([CH2:8][NH:9][C:24]([C:22]2[CH:21]=[CH:20][CH:19]=[C:18]([C:17]([F:28])([F:16])[F:27])[N:23]=2)=[O:25])[CH:10]=1, predict the reactants needed to synthesize it. The reactants are: Cl.[Cl:2][C:3]1[CH:4]=[CH:5][C:6]([S:11]([CH2:14][CH3:15])(=[O:13])=[O:12])=[C:7]([CH:10]=1)[CH2:8][NH2:9].[F:16][C:17]([F:28])([F:27])[C:18]1[N:23]=[C:22]([C:24](O)=[O:25])[CH:21]=[CH:20][CH:19]=1.CC(OC(N1CCN(CC2C=CC(C([O-])=O)=CC=2C(F)(F)F)CC1)=O)(C)C. (7) Given the product [Cl:11][C:9]1[N:10]=[C:3]2[C:2]([C:16]3[CH:17]=[C:18]([C:21]([F:24])([F:23])[F:22])[CH:19]=[CH:20][C:15]=3[O:14][CH2:12][CH3:13])=[CH:7][CH:6]=[CH:5][N:4]2[N:8]=1, predict the reactants needed to synthesize it. The reactants are: Br[C:2]1[C:3]2[N:4]([N:8]=[C:9]([Cl:11])[N:10]=2)[CH:5]=[CH:6][CH:7]=1.[CH2:12]([O:14][C:15]1[CH:20]=[CH:19][C:18]([C:21]([F:24])([F:23])[F:22])=[CH:17][C:16]=1B(O)O)[CH3:13]. (8) The reactants are: [CH3:1][Si:2]([CH3:32])([CH3:31])[CH2:3][CH2:4][O:5][CH2:6][N:7]1[C:11]2[CH:12]=[CH:13][CH:14]=[CH:15][C:10]=2[N:9]=[C:8]1[O:16][C:17]1[CH:22]=[CH:21][C:20]([NH:23]C(=O)OC(C)(C)C)=[CH:19][CH:18]=1.Cl.CCOC(C)=O. Given the product [CH3:1][Si:2]([CH3:32])([CH3:31])[CH2:3][CH2:4][O:5][CH2:6][N:7]1[C:11]2[CH:12]=[CH:13][CH:14]=[CH:15][C:10]=2[N:9]=[C:8]1[O:16][C:17]1[CH:18]=[CH:19][C:20]([NH2:23])=[CH:21][CH:22]=1, predict the reactants needed to synthesize it.